From a dataset of Catalyst prediction with 721,799 reactions and 888 catalyst types from USPTO. Predict which catalyst facilitates the given reaction. Reactant: [Br:1][C:2]1[CH:3]=[N:4][N:5]([CH3:23])[C:6]=1[C:7]1[CH:8]=[C:9]([NH2:22])[CH:10]=[CH:11][C:12]=1[O:13][CH2:14][CH2:15][N:16]1[CH2:19][CH:18]([O:20][CH3:21])[CH2:17]1.N1C=CC=CC=1.[C:30](Cl)(=[O:35])[CH2:31][CH:32]([CH3:34])[CH3:33]. Product: [Br:1][C:2]1[CH:3]=[N:4][N:5]([CH3:23])[C:6]=1[C:7]1[CH:8]=[C:9]([NH:22][C:30](=[O:35])[CH2:31][CH:32]([CH3:34])[CH3:33])[CH:10]=[CH:11][C:12]=1[O:13][CH2:14][CH2:15][N:16]1[CH2:17][CH:18]([O:20][CH3:21])[CH2:19]1. The catalyst class is: 2.